Dataset: Peptide-MHC class I binding affinity with 185,985 pairs from IEDB/IMGT. Task: Regression. Given a peptide amino acid sequence and an MHC pseudo amino acid sequence, predict their binding affinity value. This is MHC class I binding data. (1) The peptide sequence is VLTLLLLLV. The MHC is HLA-A02:06 with pseudo-sequence HLA-A02:06. The binding affinity (normalized) is 0.363. (2) The peptide sequence is DPKRYFVPIF. The MHC is HLA-A30:02 with pseudo-sequence HLA-A30:02. The binding affinity (normalized) is 0.0554.